Dataset: Forward reaction prediction with 1.9M reactions from USPTO patents (1976-2016). Task: Predict the product of the given reaction. (1) Given the reactants [N+:1]([C:4]1[CH:13]=[C:12]2[C:7]([CH2:8][CH2:9][CH2:10][C:11]2=[O:14])=[CH:6][CH:5]=1)([O-])=O.[Cl-].[NH4+], predict the reaction product. The product is: [NH2:1][C:4]1[CH:13]=[C:12]2[C:7]([CH2:8][CH2:9][CH2:10][C:11]2=[O:14])=[CH:6][CH:5]=1. (2) The product is: [C:19]([O:23][C:24](=[O:48])[CH2:25][CH2:26][N:27]([CH2:28][C:29]([N:31]1[C:39]2[C:34](=[CH:35][C:36]([O:16][CH2:15]/[CH:14]=[CH:13]/[C:4]3[CH:5]=[CH:6][C:7]([C:9]([F:10])([F:11])[F:12])=[CH:8][C:3]=3[C:2]([F:17])([F:18])[F:1])=[CH:37][CH:38]=2)[CH2:33][CH2:32]1)=[O:30])[C:41]([O:43][C:44]([CH3:47])([CH3:46])[CH3:45])=[O:42])([CH3:20])([CH3:21])[CH3:22]. Given the reactants [F:1][C:2]([F:18])([F:17])[C:3]1[CH:8]=[C:7]([C:9]([F:12])([F:11])[F:10])[CH:6]=[CH:5][C:4]=1/[CH:13]=[CH:14]/[CH2:15][OH:16].[C:19]([O:23][C:24](=[O:48])[CH2:25][CH2:26][N:27]([C:41]([O:43][C:44]([CH3:47])([CH3:46])[CH3:45])=[O:42])[CH2:28][C:29]([N:31]1[C:39]2[C:34](=[CH:35][C:36](O)=[CH:37][CH:38]=2)[CH2:33][CH2:32]1)=[O:30])([CH3:22])([CH3:21])[CH3:20].C1(P(C2C=CC=CC=2)C2C=CC=CC=2)C=CC=CC=1.CCOC(/N=N/C(OCC)=O)=O, predict the reaction product. (3) Given the reactants Br[C:2]1[N:6]2[CH2:7][CH2:8][N:9]([C:11]([C:13]3[CH:18]=[CH:17][C:16]([F:19])=[CH:15][C:14]=3[Cl:20])=[O:12])[CH2:10][C:5]2=[N:4][CH:3]=1.C([Sn](CCCC)(CCCC)[C:26]1[CH:31]=[N:30][CH:29]=[CH:28][N:27]=1)CCC, predict the reaction product. The product is: [Cl:20][C:14]1[CH:15]=[C:16]([F:19])[CH:17]=[CH:18][C:13]=1[C:11]([N:9]1[CH2:8][CH2:7][N:6]2[C:2]([C:26]3[CH:31]=[N:30][CH:29]=[CH:28][N:27]=3)=[CH:3][N:4]=[C:5]2[CH2:10]1)=[O:12]. (4) Given the reactants Cl.[CH3:2][O:3][C:4]1[CH:5]=[C:6]([C:12]2[C:13]([CH3:25])([CH3:24])[C:14](=[O:23])[N:15]([CH:17]3[CH2:22][CH2:21][NH:20][CH2:19][CH2:18]3)[N:16]=2)[CH:7]=[CH:8][C:9]=1[O:10][CH3:11].Cl[S:27]([C:30]1[CH:31]=[C:32]([C:40]([O:42][CH3:43])=[O:41])[CH:33]=[C:34]([CH:39]=1)[C:35]([O:37][CH3:38])=[O:36])(=[O:29])=[O:28], predict the reaction product. The product is: [CH3:2][O:3][C:4]1[CH:5]=[C:6]([C:12]2[C:13]([CH3:25])([CH3:24])[C:14](=[O:23])[N:15]([CH:17]3[CH2:22][CH2:21][N:20]([S:27]([C:30]4[CH:39]=[C:34]([C:35]([O:37][CH3:38])=[O:36])[CH:33]=[C:32]([CH:31]=4)[C:40]([O:42][CH3:43])=[O:41])(=[O:29])=[O:28])[CH2:19][CH2:18]3)[N:16]=2)[CH:7]=[CH:8][C:9]=1[O:10][CH3:11]. (5) Given the reactants [CH2:1]([O:3][C:4]([CH:6]([CH:10]1[CH2:15][CH2:14][N:13]([C:16]([O:18][CH2:19][C:20]2[CH:25]=[CH:24][CH:23]=[CH:22][CH:21]=2)=[O:17])[CH2:12][CH2:11]1)[CH2:7][CH:8]=C)=[O:5])[CH3:2].I([O-])(=O)(=O)=[O:27].[Na+], predict the reaction product. The product is: [CH2:1]([O:3][C:4]([CH:6]([CH:10]1[CH2:15][CH2:14][N:13]([C:16]([O:18][CH2:19][C:20]2[CH:21]=[CH:22][CH:23]=[CH:24][CH:25]=2)=[O:17])[CH2:12][CH2:11]1)[CH2:7][CH:8]=[O:27])=[O:5])[CH3:2].